From a dataset of Forward reaction prediction with 1.9M reactions from USPTO patents (1976-2016). Predict the product of the given reaction. (1) Given the reactants [H-].[Na+].[CH3:3][NH:4][C:5](=[O:9])[CH2:6][C:7]#[N:8].NCC[C:13]1[N:21]=[C:20]([Cl:22])[CH:19]=[CH:18][C:14]=1[C:15](F)=[O:16].[C:23](O)(=O)[CH3:24].C[N:28](C=O)C, predict the reaction product. The product is: [NH2:8][C:7]1[N:28]([CH2:23][CH3:24])[C:13]2[C:14]([C:15](=[O:16])[C:6]=1[C:5]([NH:4][CH3:3])=[O:9])=[CH:18][CH:19]=[C:20]([Cl:22])[N:21]=2. (2) Given the reactants [OH:1][C:2]1[CH:15]=[CH:14][C:13]2[S:12][C:11]3[C:6](=[CH:7][CH:8]=[CH:9][CH:10]=3)[NH:5][C:4]=2[CH:3]=1.[H-].[Na+].[N+:18]([C:21]1[CH:28]=[CH:27][C:24]([CH2:25]Br)=[CH:23][CH:22]=1)([O-:20])=[O:19].O, predict the reaction product. The product is: [N+:18]([C:21]1[CH:28]=[CH:27][C:24]([CH2:25][O:1][C:2]2[CH:15]=[CH:14][C:13]3[S:12][C:11]4[C:6](=[CH:7][CH:8]=[CH:9][CH:10]=4)[NH:5][C:4]=3[CH:3]=2)=[CH:23][CH:22]=1)([O-:20])=[O:19]. (3) Given the reactants [NH2:1][C:2]1[S:3][C:4]2[CH:10]=[CH:9][CH:8]=[CH:7][C:5]=2[N:6]=1.[S:11]1[C:15]([C:16](Cl)=[O:17])=[CH:14][C:13]2[CH:19]=[CH:20][CH:21]=[CH:22][C:12]1=2, predict the reaction product. The product is: [S:3]1[C:4]2[CH:10]=[CH:9][CH:8]=[CH:7][C:5]=2[N:6]=[C:2]1[NH:1][C:16]([C:15]1[S:11][C:12]2[CH:22]=[CH:21][CH:20]=[CH:19][C:13]=2[CH:14]=1)=[O:17]. (4) Given the reactants C[Al](C)C.CO[C:7](=[O:25])[CH2:8][C:9]1[CH2:10][CH2:11][N:12]([C:15]([O:17][CH2:18][C:19]2[CH:24]=[CH:23][CH:22]=[CH:21][CH:20]=2)=[O:16])[CH2:13][CH:14]=1.[NH2:26][C:27]1[C:32]([Br:33])=[CH:31][CH:30]=[CH:29][N:28]=1, predict the reaction product. The product is: [Br:33][C:32]1[C:27]([NH:26][C:7](=[O:25])[CH2:8][C:9]2[CH2:10][CH2:11][N:12]([C:15]([O:17][CH2:18][C:19]3[CH:20]=[CH:21][CH:22]=[CH:23][CH:24]=3)=[O:16])[CH2:13][CH:14]=2)=[N:28][CH:29]=[CH:30][CH:31]=1. (5) Given the reactants [Cl:1][C:2]1[CH:7]=[CH:6][C:5]([O:8][C:9]([F:12])([F:11])[F:10])=[C:4]([N+:13]([O-])=O)[CH:3]=1.Cl[C:17]1C=CC(OC(F)(F)F)=C[C:18]=1[N+]([O-])=O.C([Mg]Br)=C.[NH4+].[Cl-], predict the reaction product. The product is: [Cl:1][C:2]1[CH:7]=[CH:6][C:5]([O:8][C:9]([F:12])([F:11])[F:10])=[C:4]2[C:3]=1[CH:17]=[CH:18][NH:13]2.